This data is from Forward reaction prediction with 1.9M reactions from USPTO patents (1976-2016). The task is: Predict the product of the given reaction. (1) Given the reactants [I:1][C:2]1[CH:3]=[C:4]([CH2:8][C:9]([NH:11][NH:12][C:13](=[O:22])[C:14]2[CH:19]=[CH:18][C:17]([C:20]#[N:21])=[CH:16][CH:15]=2)=O)[CH:5]=[CH:6][CH:7]=1.P(Cl)(Cl)(Cl)=O, predict the reaction product. The product is: [I:1][C:2]1[CH:3]=[C:4]([CH:5]=[CH:6][CH:7]=1)[CH2:8][C:9]1[O:22][C:13]([C:14]2[CH:15]=[CH:16][C:17]([C:20]#[N:21])=[CH:18][CH:19]=2)=[N:12][N:11]=1. (2) Given the reactants Cl.C(N=C=NCCCN(C)C)C.[CH3:13][O:14][C:15]1[CH:16]=[C:17]2[C:22](=[C:23]3[CH2:27][C:26]([CH3:29])([CH3:28])[O:25][C:24]=13)[C:21]([C:30]1[CH:31]=[C:32]([NH2:36])[CH:33]=[CH:34][CH:35]=1)=[N:20][C:19]([CH3:38])([CH3:37])[CH2:18]2.[CH3:39][C:40]([NH:45]C(=O)C(F)(F)F)([CH3:44])[C:41](O)=[O:42].O.ON1C2C=CC=CC=2N=N1.[OH-].[Na+], predict the reaction product. The product is: [NH2:45][C:40]([CH3:44])([CH3:39])[C:41]([NH:36][C:32]1[CH:33]=[CH:34][CH:35]=[C:30]([C:21]2[C:22]3[C:17](=[CH:16][C:15]([O:14][CH3:13])=[C:24]4[O:25][C:26]([CH3:29])([CH3:28])[CH2:27][C:23]4=3)[CH2:18][C:19]([CH3:38])([CH3:37])[N:20]=2)[CH:31]=1)=[O:42]. (3) Given the reactants [C:1]([O:4][C@H:5]([C@H:9]1[O:14][CH2:13][CH2:12][N:11]([C:15]2[CH:16]=[C:17]3[C:21](=[CH:22][CH:23]=2)[CH2:20][N:19]([CH3:24])[C:18]3=[O:25])[C:10]1=[O:26])[C:6](O)=[O:7])(=[O:3])[CH3:2].[O:27]=[C:28]1[O:32][N:31]=[C:30]([C:33]2[CH:38]=[CH:37][C:36]([NH-:39])=[CH:35][CH:34]=2)[NH:29]1.CCN=C=NCCCN(C)C, predict the reaction product. The product is: [C:1]([O:4][C@H:5]([C@H:9]1[O:14][CH2:13][CH2:12][N:11]([C:15]2[CH:16]=[C:17]3[C:21](=[CH:22][CH:23]=2)[CH2:20][N:19]([CH3:24])[C:18]3=[O:25])[C:10]1=[O:26])[C:6](=[O:7])[NH:39][C:36]1[CH:35]=[CH:34][C:33]([C:30]2[NH:29][C:28](=[O:27])[O:32][N:31]=2)=[CH:38][CH:37]=1)(=[O:3])[CH3:2].